Dataset: Peptide-MHC class I binding affinity with 185,985 pairs from IEDB/IMGT. Task: Regression. Given a peptide amino acid sequence and an MHC pseudo amino acid sequence, predict their binding affinity value. This is MHC class I binding data. (1) The peptide sequence is IEDPPFNSL. The MHC is HLA-A29:02 with pseudo-sequence HLA-A29:02. The binding affinity (normalized) is 0. (2) The peptide sequence is RVRGAVTGM. The MHC is HLA-B58:01 with pseudo-sequence HLA-B58:01. The binding affinity (normalized) is 0.0847. (3) The MHC is HLA-A31:01 with pseudo-sequence HLA-A31:01. The binding affinity (normalized) is 0.362. The peptide sequence is GLALYYPSAR. (4) The MHC is HLA-B07:02 with pseudo-sequence HLA-B07:02. The binding affinity (normalized) is 0.200. The peptide sequence is MMFDAMGAL. (5) The peptide sequence is HELSSALEI. The MHC is H-2-Kk with pseudo-sequence H-2-Kk. The binding affinity (normalized) is 0.916. (6) The peptide sequence is VETFYPKLQA. The MHC is HLA-B45:01 with pseudo-sequence HLA-B45:01. The binding affinity (normalized) is 0.273. (7) The peptide sequence is RMTSLKNEL. The MHC is HLA-A23:01 with pseudo-sequence HLA-A23:01. The binding affinity (normalized) is 0.307. (8) The peptide sequence is KACDLAMCY. The MHC is HLA-A69:01 with pseudo-sequence HLA-A69:01. The binding affinity (normalized) is 0.0847.